The task is: Regression. Given two drug SMILES strings and cell line genomic features, predict the synergy score measuring deviation from expected non-interaction effect.. This data is from NCI-60 drug combinations with 297,098 pairs across 59 cell lines. (1) Drug 1: C1=CC(=C2C(=C1NCCNCCO)C(=O)C3=C(C=CC(=C3C2=O)O)O)NCCNCCO. Drug 2: CC1C(C(CC(O1)OC2CC(CC3=C2C(=C4C(=C3O)C(=O)C5=C(C4=O)C(=CC=C5)OC)O)(C(=O)CO)O)N)O.Cl. Cell line: RPMI-8226. Synergy scores: CSS=36.1, Synergy_ZIP=-5.66, Synergy_Bliss=-7.03, Synergy_Loewe=-4.12, Synergy_HSA=-3.49. (2) Drug 1: CC12CCC3C(C1CCC2=O)CC(=C)C4=CC(=O)C=CC34C. Drug 2: C1=CC(=C2C(=C1NCCNCCO)C(=O)C3=C(C=CC(=C3C2=O)O)O)NCCNCCO. Cell line: SF-295. Synergy scores: CSS=75.0, Synergy_ZIP=5.06, Synergy_Bliss=3.86, Synergy_Loewe=-5.67, Synergy_HSA=6.90.